Dataset: Full USPTO retrosynthesis dataset with 1.9M reactions from patents (1976-2016). Task: Predict the reactants needed to synthesize the given product. (1) Given the product [N+:1]([C:4]1[CH:5]=[C:6]([N:10]2[C:11]3[C:12](=[CH:15][CH:16]=[CH:17][N:18]=3)[CH:13]=[C:30]([CH2:29][CH2:28][C:20]3[S:19][C:23]4[CH:24]=[CH:25][CH:26]=[CH:27][C:22]=4[N:21]=3)[C:31]2=[O:32])[CH:7]=[CH:8][CH:9]=1)([O-:3])=[O:2], predict the reactants needed to synthesize it. The reactants are: [N+:1]([C:4]1[CH:5]=[C:6]([NH:10][C:11]2[N:18]=[CH:17][CH:16]=[CH:15][C:12]=2[CH:13]=O)[CH:7]=[CH:8][CH:9]=1)([O-:3])=[O:2].[S:19]1[C:23]2[CH:24]=[CH:25][CH:26]=[CH:27][C:22]=2[N:21]=[C:20]1[CH2:28][CH2:29][CH2:30][C:31](OC)=[O:32].[Li+].CC([N-]C(C)C)C. (2) Given the product [Br:32][C:33]1[CH:39]=[CH:38][C:36]([NH:37][C:9]2[C:17]3[C:12](=[CH:13][N:14]=[CH:15][CH:16]=3)[O:11][C:10]=2[C:18]([O:20][CH2:21][CH3:22])=[O:19])=[C:35]([F:40])[CH:34]=1, predict the reactants needed to synthesize it. The reactants are: FC(F)(C(F)(F)F)C(F)(F)C(F)(F)S(O[C:9]1[C:17]2[C:12](=[CH:13][N:14]=[CH:15][CH:16]=2)[O:11][C:10]=1[C:18]([O:20][CH2:21][CH3:22])=[O:19])(=O)=O.[Br:32][C:33]1[CH:39]=[CH:38][C:36]([NH2:37])=[C:35]([F:40])[CH:34]=1.CC1(C)C2C(=C(P(C3C=CC=CC=3)C3C=CC=CC=3)C=CC=2)OC2C(P(C3C=CC=CC=3)C3C=CC=CC=3)=CC=CC1=2.C1CCN2C(=NCCC2)CC1. (3) Given the product [Br:1][C:2]1[CH:3]=[C:4]2[C:8](=[CH:9][CH:10]=1)[CH2:7][N:6]([C:21]([O:23][CH2:24][C:25]1[CH:30]=[CH:29][CH:28]=[CH:27][CH:26]=1)=[O:22])[CH2:5]2, predict the reactants needed to synthesize it. The reactants are: [Br:1][C:2]1[CH:3]=[C:4]2[C:8](=[CH:9][CH:10]=1)[CH2:7][NH:6][CH2:5]2.C(N(CC)C(C)C)(C)C.Cl[C:21]([O:23][CH2:24][C:25]1[CH:30]=[CH:29][CH:28]=[CH:27][CH:26]=1)=[O:22].